Dataset: Forward reaction prediction with 1.9M reactions from USPTO patents (1976-2016). Task: Predict the product of the given reaction. (1) Given the reactants [Cl:1][C:2]1[CH:3]=[CH:4][C:5]([O:19][CH3:20])=[C:6](/[CH:8]=[CH:9]/[C:10]([C:12]2[CH:17]=[CH:16][CH:15]=[CH:14][C:13]=2[OH:18])=[O:11])[CH:7]=1.[OH:21]O, predict the reaction product. The product is: [Cl:1][C:2]1[CH:3]=[CH:4][C:5]([O:19][CH3:20])=[C:6]([C:8]2[O:18][C:13]3[C:12]([C:10](=[O:11])[C:9]=2[OH:21])=[CH:17][CH:16]=[CH:15][CH:14]=3)[CH:7]=1. (2) Given the reactants C(N(CC)CC)C.C(O)=O.[C:11]([CH2:13][CH2:14][CH2:15][CH2:16][C:17]([CH2:30][C:31]1[CH:36]=[CH:35][C:34]([C:37]([O:39][CH3:40])=[O:38])=[CH:33][CH:32]=1)(C(OCC=C)=O)[C:18]([O:20]CC=C)=[O:19])#[N:12], predict the reaction product. The product is: [C:18]([CH:17]([CH2:16][CH2:15][CH2:14][CH2:13][C:11]#[N:12])[CH2:30][C:31]1[CH:36]=[CH:35][C:34]([C:37]([O:39][CH3:40])=[O:38])=[CH:33][CH:32]=1)([OH:20])=[O:19]. (3) Given the reactants [NH:1]([C:7]([O:9][C:10]([CH3:13])([CH3:12])[CH3:11])=[O:8])[C@@H:2]([C:4]([NH2:6])=O)[CH3:3], predict the reaction product. The product is: [NH2:6][CH2:4][C@H:2]([NH:1][C:7](=[O:8])[O:9][C:10]([CH3:13])([CH3:12])[CH3:11])[CH3:3].